The task is: Predict the reaction yield, written as a fraction of the theoretical maximum amount of product (1.0 means a 100% yield; for example, 0.34 means a 34% yield).. This data is from Reaction yield outcomes from USPTO patents with 853,638 reactions. (1) The reactants are [F:1][C:2]1[CH:3]=[C:4]2[C:8](=[CH:9][CH:10]=1)[NH:7][C:6](=[O:11])[CH2:5]2.[Li+].C[Si]([N-][Si](C)(C)C)(C)C.[Br:22][C:23]1[C:27]([CH3:29])([CH3:28])[O:26][C:25](=O)[CH:24]=1.Cl. The catalyst is C1COCC1.O. The product is [Br:22][C:23]1[C:27]([CH3:29])([CH3:28])[O:26]/[C:25](=[C:5]2/[C:6](=[O:11])[NH:7][C:8]3[C:4]/2=[CH:3][C:2]([F:1])=[CH:10][CH:9]=3)/[CH:24]=1. The yield is 0.800. (2) The reactants are [CH3:1][N:2]1[C:6]([CH3:7])=[C:5]([S:8]([N:11]2[C:15]([C:16]3[C:17]([F:22])=[N:18][CH:19]=[CH:20][CH:21]=3)=[C:14]([F:23])[C:13]([CH2:24][N:25](C)[C:26](=O)OC(C)(C)C)=[CH:12]2)(=[O:10])=[O:9])[CH:4]=[N:3]1.C(OCC)(=O)C.[ClH:40]. The catalyst is C(O)C. The product is [ClH:40].[CH3:1][N:2]1[C:6]([CH3:7])=[C:5]([S:8]([N:11]2[C:15]([C:16]3[C:17]([F:22])=[N:18][CH:19]=[CH:20][CH:21]=3)=[C:14]([F:23])[C:13]([CH2:24][NH:25][CH3:26])=[CH:12]2)(=[O:9])=[O:10])[CH:4]=[N:3]1. The yield is 0.710. (3) The reactants are [OH:1][CH2:2][CH2:3][O:4][CH2:5][CH2:6][O:7][CH2:8][CH2:9][O:10][CH2:11][CH2:12][C:13]([O:15][C:16]([CH3:19])([CH3:18])[CH3:17])=[O:14].[CH3:20][C:21]1[CH:26]=[CH:25][C:24]([S:27](Cl)(=[O:29])=[O:28])=[CH:23][CH:22]=1. The catalyst is N1C=CC=CC=1. The product is [S:27]([O:1][CH2:2][CH2:3][O:4][CH2:5][CH2:6][O:7][CH2:8][CH2:9][O:10][CH2:11][CH2:12][C:13]([O:15][C:16]([CH3:19])([CH3:18])[CH3:17])=[O:14])([C:24]1[CH:25]=[CH:26][C:21]([CH3:20])=[CH:22][CH:23]=1)(=[O:29])=[O:28]. The yield is 0.900. (4) The reactants are [C:1]([O:5][C:6]([N:8]1[CH2:12][CH2:11][CH:10]([C:13]2[CH:18]=[CH:17][C:16]([N:19]=[C:20]=[O:21])=[CH:15][CH:14]=2)[CH2:9]1)=[O:7])([CH3:4])([CH3:3])[CH3:2].C(N(CC)C(C)C)(C)C.[F:31][C:32]1([F:39])[CH2:37][CH2:36][CH:35]([OH:38])[CH2:34][CH2:33]1. The catalyst is C1COCC1. The product is [C:1]([O:5][C:6]([N:8]1[CH2:12][CH2:11][CH:10]([C:13]2[CH:14]=[CH:15][C:16]([NH:19][C:20]([O:38][CH:35]3[CH2:36][CH2:37][C:32]([F:39])([F:31])[CH2:33][CH2:34]3)=[O:21])=[CH:17][CH:18]=2)[CH2:9]1)=[O:7])([CH3:4])([CH3:2])[CH3:3]. The yield is 0.120. (5) The reactants are ClC1C=C(C(C2C=C(C=C(OC(F)(F)C(F)F)C=2)C[C:18]2[CH:19]=[N:20][N:21]([CH3:23])[CH:22]=2)(C)C)C=C([N+]([O-])=O)C=1.Br[C:35]1[CH:40]=[C:39]([O:41][CH:42]([CH3:44])[CH3:43])[CH:38]=[C:37]([C:45]([C:48]2[CH:53]=[C:52]([N+:54]([O-:56])=[O:55])[CH:51]=[C:50]([Cl:57])[CH:49]=2)([CH3:47])[CH3:46])[CH:36]=1. No catalyst specified. The product is [Cl:57][C:50]1[CH:49]=[C:48]([C:45]([C:37]2[CH:36]=[C:35]([C:22]3[N:21]([CH3:23])[N:20]=[CH:19][CH:18]=3)[CH:40]=[C:39]([O:41][CH:42]([CH3:44])[CH3:43])[CH:38]=2)([CH3:47])[CH3:46])[CH:53]=[C:52]([N+:54]([O-:56])=[O:55])[CH:51]=1. The yield is 0.640. (6) The reactants are [F:1][C:2]1[CH:3]=[C:4]([NH2:10])[C:5]([NH2:9])=[CH:6][C:7]=1[F:8].O.[N:12]#[C:13]Br.C(=O)([O-])O.[Na+]. The catalyst is C(#N)C. The product is [F:1][C:2]1[C:7]([F:8])=[CH:6][C:5]2[NH:9][C:13]([NH2:12])=[N:10][C:4]=2[CH:3]=1. The yield is 0.400. (7) The reactants are [Li]CCCC.CN(C)CCO.[Cl:12][C:13]1[CH:18]=[CH:17][C:16]([CH:19]2[CH2:21][CH2:20]2)=[CH:15][N:14]=1.[F:22][C:23]1[N:34]=[CH:33][CH:32]=[CH:31][C:24]=1[C:25](N(OC)C)=[O:26]. The catalyst is CCCCCC.O1CCCC1. The product is [Cl:12][C:13]1[N:14]=[C:15]([C:25]([C:24]2[C:23]([F:22])=[N:34][CH:33]=[CH:32][CH:31]=2)=[O:26])[C:16]([CH:19]2[CH2:21][CH2:20]2)=[CH:17][CH:18]=1. The yield is 0.610. (8) The reactants are [CH:1]1([N:5]2[CH2:10][CH2:9][CH:8]([O:11][C:12]3[C:17]([F:18])=[CH:16][C:15]([C:19]4[CH2:20][CH2:21][C:22](=[O:25])[NH:23][N:24]=4)=[CH:14][C:13]=3[F:26])[CH2:7][CH2:6]2)[CH2:4][CH2:3][CH2:2]1.C(=O)([O-])[O-].[Cs+].[Cs+]. The catalyst is CS(C)=O. The product is [CH:1]1([N:5]2[CH2:10][CH2:9][CH:8]([O:11][C:12]3[C:17]([F:18])=[CH:16][C:15]([C:19]4[CH:20]=[CH:21][C:22](=[O:25])[NH:23][N:24]=4)=[CH:14][C:13]=3[F:26])[CH2:7][CH2:6]2)[CH2:2][CH2:3][CH2:4]1. The yield is 0.290.